From a dataset of Reaction yield outcomes from USPTO patents with 853,638 reactions. Predict the reaction yield, written as a fraction of the theoretical maximum amount of product (1.0 means a 100% yield; for example, 0.34 means a 34% yield). The reactants are [Br:1][C:2]1[C:3]([Cl:9])=[C:4]([CH:6]=[CH:7][CH:8]=1)[NH2:5].C[Al](C)C.[F:14][C:15]1[C:20]2[NH:21]C(=O)[O:23][C:24](=O)[C:19]=2[CH:18]=[CH:17][CH:16]=1.Cl. The catalyst is C1(C)C=CC=CC=1. The product is [NH2:21][C:20]1[C:15]([F:14])=[CH:16][CH:17]=[CH:18][C:19]=1[C:24]([NH:5][C:4]1[CH:6]=[CH:7][CH:8]=[C:2]([Br:1])[C:3]=1[Cl:9])=[O:23]. The yield is 0.350.